This data is from Full USPTO retrosynthesis dataset with 1.9M reactions from patents (1976-2016). The task is: Predict the reactants needed to synthesize the given product. (1) Given the product [O:20]=[C:9]([CH2:10][C:11]1[CH:16]=[C:15]([F:17])[C:14]([F:18])=[CH:13][C:12]=1[F:19])[CH2:5][C:4]([O:3][CH2:2][CH3:1])=[O:21], predict the reactants needed to synthesize it. The reactants are: [CH3:1][C:2]1(C)OC(=O)[CH:5]([C:9](=[O:20])[CH2:10][C:11]2[CH:16]=[C:15]([F:17])[C:14]([F:18])=[CH:13][C:12]=2[F:19])[C:4](=[O:21])[O:3]1. (2) Given the product [F:1][C:2]1[C:3]([CH3:9])=[CH:4][C:5]([NH2:6])=[C:7]([I:15])[CH:8]=1, predict the reactants needed to synthesize it. The reactants are: [F:1][C:2]1[CH:8]=[CH:7][C:5]([NH2:6])=[CH:4][C:3]=1[CH3:9].C(=O)(O)[O-].[Na+].[I:15]I. (3) Given the product [CH:23]([C:20]1[CH:21]=[CH:22][C:17]([CH:2]2[C:6]3[C:7]([CH3:14])=[C:8]([O:13][CH2:27][C:28]4[CH:29]=[CH:30][C:31]([C:32]([O:34][CH3:35])=[O:33])=[CH:36][CH:37]=4)[C:9]([CH3:12])=[C:10]([CH3:11])[C:5]=3[O:4][C:3]2([CH3:16])[CH3:15])=[CH:18][CH:19]=1)([CH3:25])[CH3:24], predict the reactants needed to synthesize it. The reactants are: C[C:2]1([C:17]2[CH:22]=[CH:21][C:20]([CH:23]([CH3:25])[CH3:24])=[CH:19][CH:18]=2)[C:6]2[C:7]([CH3:14])=[C:8]([OH:13])[C:9]([CH3:12])=[C:10]([CH3:11])[C:5]=2[O:4][C:3]1([CH3:16])[CH3:15].Br[CH2:27][C:28]1[CH:37]=[CH:36][C:31]([C:32]([O:34][CH3:35])=[O:33])=[C:30](C)[CH:29]=1. (4) The reactants are: [Br:1][C:2]1[CH:3]=[C:4]2[C:12](=[CH:13][CH:14]=1)[NH:11][C:10]1[CH2:9][CH2:8][CH2:7][CH2:6][C:5]2=1.[CH2:15](Br)[C:16]1[CH:21]=[CH:20][CH:19]=[CH:18][CH:17]=1. Given the product [CH2:15]([N:11]1[C:10]2[CH2:9][CH2:8][CH2:7][CH2:6][C:5]=2[C:4]2[C:12]1=[CH:13][CH:14]=[C:2]([Br:1])[CH:3]=2)[C:16]1[CH:21]=[CH:20][CH:19]=[CH:18][CH:17]=1, predict the reactants needed to synthesize it. (5) Given the product [CH:22]1([C:12]2[CH:13]=[C:14]([CH:16]3[CH2:17][CH2:18][CH2:19][CH2:20][CH2:21]3)[CH:15]=[C:7]([CH:1]3[CH2:6][CH2:5][CH2:4][CH2:3][CH2:2]3)[C:8]=2[C:9]([O-:11])=[O:10])[CH2:27][CH2:26][CH2:25][CH2:24][CH2:23]1.[Na+:32], predict the reactants needed to synthesize it. The reactants are: [CH:1]1([C:7]2[CH:15]=[C:14]([CH:16]3[CH2:21][CH2:20][CH2:19][CH2:18][CH2:17]3)[CH:13]=[C:12]([CH:22]3[CH2:27][CH2:26][CH2:25][CH2:24][CH2:23]3)[C:8]=2[C:9]([OH:11])=[O:10])[CH2:6][CH2:5][CH2:4][CH2:3][CH2:2]1.C(=O)([O-])O.[Na+:32].C(C(C)=O)C(C)C. (6) Given the product [F:17][C:15]1[CH:14]=[C:13]2[C:12](=[C:11]([CH:10]=[O:21])[CH:16]=1)[NH:18][CH:2]=[CH:1]2, predict the reactants needed to synthesize it. The reactants are: [CH:1]([Mg]Br)=[CH2:2].C(O[CH:10]([O:21]CCCC)[C:11]1[CH:16]=[C:15]([F:17])[CH:14]=[CH:13][C:12]=1[N+:18]([O-])=O)CCC.[Cl-].[NH4+]. (7) Given the product [CH3:1][C:2]1[NH:3][C:4](=[O:26])[C@@H:5]([CH2:18][C:19]([OH:21])=[O:20])[N:6]([S:8]([C:11]2[CH:17]=[CH:16][C:14]([CH3:15])=[CH:13][CH:12]=2)(=[O:10])=[O:9])[CH:7]=1, predict the reactants needed to synthesize it. The reactants are: [CH3:1][C:2]1[NH:3][C:4](=[O:26])[C@@H:5]([CH2:18][C:19]([O:21]C(C)(C)C)=[O:20])[N:6]([S:8]([C:11]2[CH:17]=[CH:16][C:14]([CH3:15])=[CH:13][CH:12]=2)(=[O:10])=[O:9])[CH:7]=1.C(O)(C(F)(F)F)=O. (8) Given the product [O:31]=[S:23]1(=[O:32])[C:24]2[CH:30]=[CH:29][CH:28]=[CH:27][C:25]=2[CH2:26][N:20]([C:11]2[CH:10]=[C:9]([NH:8][CH2:7][C:3]3([CH2:2][NH:1][C:33](=[O:35])[CH3:34])[CH2:6][O:5][CH2:4]3)[C:18]3[C:13](=[CH:14][CH:15]=[C:16]([CH3:19])[CH:17]=3)[N:12]=2)[CH2:21][CH2:22]1, predict the reactants needed to synthesize it. The reactants are: [NH2:1][CH2:2][C:3]1([CH2:7][NH:8][C:9]2[C:18]3[C:13](=[CH:14][CH:15]=[C:16]([CH3:19])[CH:17]=3)[N:12]=[C:11]([N:20]3[CH2:26][C:25]4[CH:27]=[CH:28][CH:29]=[CH:30][C:24]=4[S:23](=[O:32])(=[O:31])[CH2:22][CH2:21]3)[CH:10]=2)[CH2:6][O:5][CH2:4]1.[C:33](OC(=O)C)(=[O:35])[CH3:34]. (9) Given the product [CH3:3][C:4]1[CH:20]=[CH:19][C:7]([C:8]([N:10]2[CH2:14][CH2:13][CH2:12][C@H:11]2[C:15]([OH:17])=[O:16])=[O:9])=[C:6]([N:21]2[N:22]=[CH:23][CH:24]=[N:25]2)[CH:5]=1, predict the reactants needed to synthesize it. The reactants are: [OH-].[Na+].[CH3:3][C:4]1[CH:20]=[CH:19][C:7]([C:8]([N:10]2[CH2:14][CH2:13][CH2:12][C@H:11]2[C:15]([O:17]C)=[O:16])=[O:9])=[C:6]([N:21]2[N:25]=[CH:24][CH:23]=[N:22]2)[CH:5]=1. (10) Given the product [CH2:32]([N:33]1[C:4](=[O:6])[CH:3]([CH2:9][N:10]2[CH2:14][CH:13]([CH2:15][CH2:16][CH3:17])[CH2:12][C:11]2=[O:18])[CH:1]=[N:34]1)[C:26]1[CH:31]=[CH:30][CH:29]=[CH:28][CH:27]=1, predict the reactants needed to synthesize it. The reactants are: [CH:1]([CH:3]([CH2:9][N:10]1[CH2:14][CH:13]([CH2:15][CH2:16][CH3:17])[CH2:12][C:11]1=[O:18])[C:4]([O:6]CC)=O)=O.CCN(CC)CC.[C:26]1([CH2:32][NH:33][NH2:34])[CH:31]=[CH:30][CH:29]=[CH:28][CH:27]=1.Cl.Cl.